Dataset: Full USPTO retrosynthesis dataset with 1.9M reactions from patents (1976-2016). Task: Predict the reactants needed to synthesize the given product. (1) Given the product [NH2:6][C:7]1[C:12]2=[C:13]([C:25]3[CH:26]=[CH:27][C:28]([NH:31][C:32]([NH:34][C:35]4[CH:40]=[C:39]([C:41]([F:43])([F:44])[F:42])[CH:38]=[CH:37][N:36]=4)=[O:33])=[CH:29][CH:30]=3)[C:14]([C:23]([CH:1]3[CH2:3][CH2:2]3)=[O:24])=[C:15]([CH2:16][N:17]3[CH2:22][CH2:21][O:20][CH2:19][CH2:18]3)[N:11]2[N:10]=[CH:9][N:8]=1, predict the reactants needed to synthesize it. The reactants are: [CH:1]1([Mg]Br)[CH2:3][CH2:2]1.[NH2:6][C:7]1[C:12]2=[C:13]([C:25]3[CH:30]=[CH:29][C:28]([NH:31][C:32]([NH:34][C:35]4[CH:40]=[C:39]([C:41]([F:44])([F:43])[F:42])[CH:38]=[CH:37][N:36]=4)=[O:33])=[CH:27][CH:26]=3)[C:14]([CH:23]=[O:24])=[C:15]([CH2:16][N:17]3[CH2:22][CH2:21][O:20][CH2:19][CH2:18]3)[N:11]2[N:10]=[CH:9][N:8]=1.CC(OI1(OC(C)=O)(OC(C)=O)OC(=O)C2C=CC=CC1=2)=O. (2) Given the product [NH:16]1[C:17]2[C:22](=[CH:21][CH:20]=[CH:19][CH:18]=2)[CH:23]=[C:15]1[C:13]1[O:14][C:2]2[C:3]([C:4]([O:6][CH3:7])=[O:5])=[CH:8][CH:9]=[CH:10][C:11]=2[N:12]=1, predict the reactants needed to synthesize it. The reactants are: O[C:2]1[C:11]([NH:12][C:13]([C:15]2[NH:16][C:17]3[C:22]([CH:23]=2)=[CH:21][CH:20]=[CH:19][CH:18]=3)=[O:14])=[CH:10][CH:9]=[CH:8][C:3]=1[C:4]([O:6][CH3:7])=[O:5].O.CC1C=CC(S(O)(=O)=O)=CC=1. (3) Given the product [C:1]([C:5]1[CH:6]=[C:7]([NH:35][C:36]([NH:38][C:39]2[C:48]3[C:43](=[CH:44][CH:45]=[CH:46][CH:47]=3)[CH:42]=[CH:41][CH:40]=2)=[O:37])[N:8]([C:10]2[CH:15]=[CH:14][CH:13]=[C:12]([CH2:16][N:17]3[C@H:21]([CH3:22])[C:20](=[O:23])[NH:19][S:18]3(=[O:34])=[O:33])[CH:11]=2)[N:9]=1)([CH3:2])([CH3:3])[CH3:4], predict the reactants needed to synthesize it. The reactants are: [C:1]([C:5]1[CH:6]=[C:7]([NH:35][C:36]([NH:38][C:39]2[C:48]3[C:43](=[CH:44][CH:45]=[CH:46][CH:47]=3)[CH:42]=[CH:41][CH:40]=2)=[O:37])[N:8]([C:10]2[CH:15]=[CH:14][CH:13]=[C:12]([CH2:16][N:17]3[C@H:21]([CH3:22])[C:20](=[O:23])[N:19](CC4C=CC(OC)=CC=4)[S:18]3(=[O:34])=[O:33])[CH:11]=2)[N:9]=1)([CH3:4])([CH3:3])[CH3:2].